This data is from Forward reaction prediction with 1.9M reactions from USPTO patents (1976-2016). The task is: Predict the product of the given reaction. (1) Given the reactants [C:1]([CH2:4][C:5]1[CH:15]=[CH:14][C:8]([C:9]([O:11][CH2:12][CH3:13])=[O:10])=[CH:7][C:6]=1[N+:16]([O-])=O)(O)=[O:2].[H][H].O, predict the reaction product. The product is: [O:2]=[C:1]1[CH2:4][C:5]2[C:6](=[CH:7][C:8]([C:9]([O:11][CH2:12][CH3:13])=[O:10])=[CH:14][CH:15]=2)[NH:16]1. (2) Given the reactants C([N:8](CC1C=CC=CC=1)[CH:9]1[CH2:14][CH2:13][CH2:12][N:11]([C:15]2[N:19]([CH2:20][CH3:21])[N:18]=[CH:17][N:16]=2)[CH2:10]1)C1C=CC=CC=1, predict the reaction product. The product is: [CH2:20]([N:19]1[C:15]([N:11]2[CH2:12][CH2:13][CH2:14][CH:9]([NH2:8])[CH2:10]2)=[N:16][CH:17]=[N:18]1)[CH3:21]. (3) Given the reactants [Cl:1][C:2]1[CH:7]=[CH:6][C:5]([C:8]2[C:12]3[CH2:13][N:14]([S:17]([CH3:20])(=[O:19])=[O:18])[CH2:15][CH2:16][C:11]=3[N:10]([CH2:21][CH2:22][CH2:23][N:24]3[CH2:29][CH2:28][O:27][CH2:26][CH2:25]3)[N:9]=2)=[CH:4][C:3]=1[C:30]#[C:31][C:32]1[CH:33]=[C:34]([CH2:38][NH:39][CH2:40][C:41]([O:43]C)=[O:42])[CH:35]=[CH:36][CH:37]=1.[OH-].[Na+].Cl, predict the reaction product. The product is: [Cl:1][C:2]1[CH:7]=[CH:6][C:5]([C:8]2[C:12]3[CH2:13][N:14]([S:17]([CH3:20])(=[O:18])=[O:19])[CH2:15][CH2:16][C:11]=3[N:10]([CH2:21][CH2:22][CH2:23][N:24]3[CH2:25][CH2:26][O:27][CH2:28][CH2:29]3)[N:9]=2)=[CH:4][C:3]=1[C:30]#[C:31][C:32]1[CH:33]=[C:34]([CH2:38][NH:39][CH2:40][C:41]([OH:43])=[O:42])[CH:35]=[CH:36][CH:37]=1. (4) The product is: [O:26]1[CH2:27][CH2:28][CH:23]([O:22][C:20]2[CH:21]=[C:16](/[CH:2]=[CH:1]/[C@H:3]3[CH2:7][CH2:6][N:5]([C:8]([O:10][C:11]([CH3:14])([CH3:13])[CH3:12])=[O:9])[CH2:4]3)[CH:17]=[N:18][CH:19]=2)[CH2:24][CH2:25]1. Given the reactants [CH:1]([C@H:3]1[CH2:7][CH2:6][N:5]([C:8]([O:10][C:11]([CH3:14])([CH3:13])[CH3:12])=[O:9])[CH2:4]1)=[CH2:2].Br[C:16]1[CH:17]=[N:18][CH:19]=[C:20]([O:22][CH:23]2[CH2:28][CH2:27][O:26][CH2:25][CH2:24]2)[CH:21]=1.C1(P(C2CCCCC2)C2CCCCC2)CCCCC1.C(N(C(C)C)CC)(C)C, predict the reaction product. (5) Given the reactants [C:1]([O-])(=O)[CH3:2].[Na+].[CH3:6][CH:7]=[CH:8][CH2:9]Cl.[C:11]([O:14][CH2:15][C:16](=[CH2:18])[CH3:17])(=[O:13])[CH3:12].C(=O)([O-])O.[Na+].[Cl-].[Al+3].[Cl-].[Cl-], predict the reaction product. The product is: [C:11]([O:14][CH2:15][C:16]([C:2]1[CH:1]=[CH:9][CH:8]=[CH:7][CH:6]=1)([CH3:17])[CH3:18])(=[O:13])[CH3:12]. (6) Given the reactants [NH2:1][C:2]1[CH:11]=[CH:10][CH:9]=[C:8]2[C:3]=1[C:4](=[O:21])[N:5]([CH:13]1[CH2:18][CH2:17][C:16](=[O:19])[NH:15][C:14]1=[O:20])[C:6]([CH3:12])=[N:7]2.[Cl:22][C:23]1[CH:24]=[C:25]([CH:29]=[CH:30][CH:31]=1)[C:26](Cl)=[O:27], predict the reaction product. The product is: [Cl:22][C:23]1[CH:24]=[C:25]([CH:29]=[CH:30][CH:31]=1)[C:26]([NH:1][C:2]1[CH:11]=[CH:10][CH:9]=[C:8]2[C:3]=1[C:4](=[O:21])[N:5]([CH:13]1[CH2:18][CH2:17][C:16](=[O:19])[NH:15][C:14]1=[O:20])[C:6]([CH3:12])=[N:7]2)=[O:27]. (7) Given the reactants [ClH:1].[C:2]([C:6]1[CH:11]=[CH:10][C:9](/[CH:12]=[CH:13]/[CH:14]=[CH:15]/[C:16]([N:18]2[CH2:23][CH2:22][N:21]([CH2:24][CH2:25][CH2:26][CH2:27][CH2:28][CH2:29][CH2:30][CH2:31][N:32]3[CH2:37][CH2:36][N:35]([C:38](=[O:53])/[CH:39]=[CH:40]/[CH:41]=[CH:42]/[C:43]4[CH:48]=[CH:47][C:46]([C:49]([CH3:52])([CH3:51])[CH3:50])=[CH:45][CH:44]=4)[CH2:34][CH2:33]3)[CH2:20][CH2:19]2)=[O:17])=[CH:8][CH:7]=1)([CH3:5])([CH3:4])[CH3:3], predict the reaction product. The product is: [ClH:1].[ClH:1].[C:2]([C:6]1[CH:11]=[CH:10][C:9](/[CH:12]=[CH:13]/[CH:14]=[CH:15]/[C:16]([N:18]2[CH2:19][CH2:20][N:21]([CH2:24][CH2:25][CH2:26][CH2:27][CH2:28][CH2:29][CH2:30][CH2:31][N:32]3[CH2:33][CH2:34][N:35]([C:38](=[O:53])/[CH:39]=[CH:40]/[CH:41]=[CH:42]/[C:43]4[CH:48]=[CH:47][C:46]([C:49]([CH3:52])([CH3:51])[CH3:50])=[CH:45][CH:44]=4)[CH2:36][CH2:37]3)[CH2:22][CH2:23]2)=[O:17])=[CH:8][CH:7]=1)([CH3:5])([CH3:4])[CH3:3]. (8) Given the reactants [H-].[Na+].Cl[C:4]1[CH:9]=[CH:8][N:7]=[C:6]([S:10][CH3:11])[N:5]=1.[F:12][C:13]1[CH:20]=[CH:19][CH:18]=[CH:17][C:14]=1[CH:15]=[O:16].[I-].C[N+]1C=CN(C)C=1, predict the reaction product. The product is: [F:12][C:13]1[CH:20]=[CH:19][CH:18]=[CH:17][C:14]=1[C:15]([C:4]1[CH:9]=[CH:8][N:7]=[C:6]([S:10][CH3:11])[N:5]=1)=[O:16]. (9) The product is: [ClH:1].[CH2:47]([N:25]([CH2:23][CH3:24])[CH2:26][CH2:27][NH:28][C:29]([C:31]1[C:44]2[NH:43][C:42]3[C:37](=[CH:38][CH:39]=[C:40]([I:45])[CH:41]=3)[C:36](=[O:46])[C:35]=2[CH:34]=[CH:33][CH:32]=1)=[O:30])[CH3:48]. Given the reactants [ClH:1].C(N(CC)CCNC(C1C=CC2C(=CC=C(I)C=2)C=1)=O)C.[CH2:23]([N:25]([CH2:47][CH3:48])[CH2:26][CH2:27][NH:28][C:29]([C:31]1[C:44]2[NH:43][C:42]3[C:37](=[CH:38][CH:39]=[C:40]([I:45])[CH:41]=3)[C:36](=[O:46])[C:35]=2[CH:34]=[CH:33][CH:32]=1)=[O:30])[CH3:24].[K+].[Br-], predict the reaction product. (10) Given the reactants [C:1]([C:5]1[CH:9]=[CH:8][C-:7]([C:10](=O)[CH3:11])[C:6]=1[C:13]([CH3:16])([CH3:15])[CH3:14])([CH3:4])([CH3:3])[CH3:2].[C:17]([C-:20]1[CH:24]=[CH:23][CH:22]=[CH:21]1)(=O)[CH3:18].[Fe+2:25].[Al+3].[Cl-].[Cl-].[Cl-], predict the reaction product. The product is: [C:1]([C:5]1[CH:9]=[CH:8][C-:7]([CH2:10][CH3:11])[C:6]=1[C:13]([CH3:14])([CH3:16])[CH3:15])([CH3:4])([CH3:3])[CH3:2].[CH2:17]([C-:20]1[CH:24]=[CH:23][CH:22]=[CH:21]1)[CH3:18].[Fe+2:25].